Dataset: Experimentally validated miRNA-target interactions with 360,000+ pairs, plus equal number of negative samples. Task: Binary Classification. Given a miRNA mature sequence and a target amino acid sequence, predict their likelihood of interaction. (1) The miRNA is hsa-miR-4520-3p with sequence UUGGACAGAAAACACGCAGGAA. The protein sequence of the target gene is MAAPCGSELPANSPLKIPKMEVLSPASPGGLSDGNPSLSDPSTPRGASPLGPGSAAGSGAAASGGLGLGLGGRSAASSSVSFSPGGGGGGAAAAAAAACRGMSWTPAETNALIAVWGNERLVEARYQQLEGAGTVFGSKAPGPAMYERVSRALAELGYERTPSQCRERIKTLRRCYSRVKEHGVGKRKSSYTFEQLEQVFGQGGWDAQPCQPVLINSSGLYQELESDGSTMEDYSQEDWGNHSQDLHGYPTDQELDEIPVTKRTLKIKQESSEEAQKRDIMQNIVQILESVQLKWELFQS.... Result: 0 (no interaction). (2) The miRNA is hsa-miR-6890-5p with sequence CAUGGGGUAGGGCAGAGUAGG. The protein sequence of the target gene is MGRASRSAVLRRALLLLLLLLLLRTTTTRALGPRISVPLGSEERLIRKFEAENISNYTALLLSQDGKTLYVGAREALFALNSNLSFLPGGEYQELLWSADADRKQQCSFKGKDPKRDCQNYIKILLPLNSSHLLTCGTAAFSPLCAYIHIASFTLAQDEAGNVILEDGKGRCPFDPNFKSTALVVDGELYTGTVSSFQGNDPAISRSQSSRPTKTESSLNWLQDPAFVASAYVPESLGSPIGDDDKIYFFFSETGQEFEFFENTIVSRVARVCKGDEGGERVLQQRWTSFLKAQLLCSRP.... Result: 0 (no interaction). (3) The miRNA is hsa-miR-3194-3p with sequence AGCUCUGCUGCUCACUGGCAGU. The protein sequence of the target gene is MSPPLCPLLLLAVGLRLAGTLNPSDPNTCSFWESFTTTTKESHSRPFSLLPSEPCERPWEGPHTCPQPTVVYRTVYRQVVKTDHRQRLQCCHGFYESRGFCVPLCAQECVHGRCVAPNQCQCVPGWRGDDCSSECAPGMWGPQCDKPCSCGNNSSCDPKSGVCSCPSGLQPPNCLQPCTPGYYGPACQFRCQCHGAPCDPQTGACFCPAERTGPSCDVSCSQGTSGFFCPSTHSCQNGGVFQTPQGSCSCPPGWMGTICSLPCPEGFHGPNCSQECRCHNGGLCDRFTGQCRCAPGYTGD.... Result: 0 (no interaction). (4) The miRNA is ath-miR398c-3p with sequence UGUGUUCUCAGGUCACCCCUG. The protein sequence of the target gene is MIEKMQGSRMDEQRCSFPPPLKTEEDYIPYPSVHEVLGREGPFPLILLPQFGGYWIEGTNHEITSIPETEPLQSPTTKVKLECNPTARIYRKHFLGKEHFNYYSLDAALGHLVFSLKYDVIGDQEHLRLLLRTKCRTYHDVIPISCLTEFPNVVQMAKLVCEDVNVDRFYPVLYPKASRLIVTFDEHVISNNFKFGVIYQKLGQTSEEELFSTNEESPAFVEFLEFLGQKVKLQDFKGFRGGLDVTHGQTGTESVYCNFRNKEIMFHVSTKLPYTEGDAQQLQRKRHIGNDIVAVVFQDE.... Result: 0 (no interaction). (5) The miRNA is mmu-miR-190a-5p with sequence UGAUAUGUUUGAUAUAUUAGGU. The protein sequence of the target gene is MGFIFSKSMNENMKNQQEFMVTHARLQLERHLTMQNEMRERQMAMQIAWSREFLKYFGTFFGIATISLATGALKRKKPAFLVPIVPLSFIFTYQYDLGYGTLLQRMKSEAEDILETEKTKLELPKGLITFESLEKARREQSKLFSDK. Result: 1 (interaction). (6) The miRNA is hsa-miR-6880-5p with sequence UGGUGGAGGAAGAGGGCAGCUC. The protein sequence of the target gene is MAAARLLPVPAGPQPLSFQAKLTFEDVAVLLSQDEWDRLCPAQRGLYRNVMMETYGNVVSLGLPGSKPDIISQLERGEDPWVLDRKGAKKSQGLWSDYSDNLKYDHTTACTQQDSLSCPWECETKGESQNTDLSPKPLISEQTVILGKTPLGRIDQENNETKQSFCLSPNSVDHREVQVLSQSMPLTPHQAVPSGERPYMCVECGKCFGRSSHLLQHQRIHTGEKPYVCSVCGKAFSQSSVLSKHRRIHTGEKPYECNECGKAFRVSSDLAQHHKIHTGEKPHECLECRKAFTQLSHLIQ.... Result: 1 (interaction). (7) The miRNA is hsa-miR-5000-3p with sequence UCAGGACACUUCUGAACUUGGA. The protein sequence of the target gene is MSSSAGSGHQPSQSRAIPTRTVAISDAAQLPHDYCTTPGGTLFSTTPGGTRIIYDRKFLLDRRNSPMAQTPPCHLPNIPGVTSPGTLIEDSKVEVNNLNNLNNHDRKHAVGDDAQFEMDI. Result: 1 (interaction).